Dataset: Full USPTO retrosynthesis dataset with 1.9M reactions from patents (1976-2016). Task: Predict the reactants needed to synthesize the given product. (1) The reactants are: [Cl:1][C:2]1[CH:7]=[CH:6][CH:5]=[CH:4][C:3]=1[N:8]1[C:12]([C:13]2[CH:18]=[CH:17][C:16]([O:19][S:20]([CH2:23][CH2:24][C:25]([F:28])([F:27])[F:26])(=[O:22])=[O:21])=[CH:15][CH:14]=2)=[C:11]([CH3:29])[C:10]([C:30]([O:32]CC(Cl)(Cl)Cl)=[O:31])=[N:9]1.C(Cl)Cl. Given the product [Cl:1][C:2]1[CH:7]=[CH:6][CH:5]=[CH:4][C:3]=1[N:8]1[C:12]([C:13]2[CH:14]=[CH:15][C:16]([O:19][S:20]([CH2:23][CH2:24][C:25]([F:27])([F:28])[F:26])(=[O:22])=[O:21])=[CH:17][CH:18]=2)=[C:11]([CH3:29])[C:10]([C:30]([OH:32])=[O:31])=[N:9]1, predict the reactants needed to synthesize it. (2) The reactants are: Cl[C:2]1[C:7]([CH2:8][CH2:9][OH:10])=[C:6]([Cl:11])[N:5]=[CH:4][N:3]=1.CCO.[CH3:15][O:16][C:17]1[CH:24]=[CH:23][C:20]([CH2:21][NH2:22])=[CH:19][CH:18]=1. Given the product [Cl:11][C:6]1[C:7]([CH2:8][CH2:9][OH:10])=[C:2]([NH:22][CH2:21][C:20]2[CH:23]=[CH:24][C:17]([O:16][CH3:15])=[CH:18][CH:19]=2)[N:3]=[CH:4][N:5]=1, predict the reactants needed to synthesize it.